From a dataset of Full USPTO retrosynthesis dataset with 1.9M reactions from patents (1976-2016). Predict the reactants needed to synthesize the given product. (1) Given the product [Br:1][CH:2]=[CH:14][C:15]1[CH:17]=[CH:13][CH:12]=[CH:10][CH:16]=1.[CH:34]([CH:33]=[CH2:32])=[O:35].[C:14]([O-:19])(=[O:18])[C:15]([CH3:17])=[CH2:16], predict the reactants needed to synthesize it. The reactants are: [Br:1][C:2]1C=CC(C=C)=CC=1.[CH:10]([CH:12]=[CH2:13])=O.[C:14]([O-:19])(=[O:18])[C:15]([CH3:17])=[CH2:16].CC(N=NC(C#N)(C)C)(C#N)C.[CH3:32][CH:33](OC(C)=O)[CH2:34][O:35]C. (2) The reactants are: [Cl:1][C:2]1[CH:7]=[CH:6][C:5]([C@H:8]([C@@H:27]([CH3:32])[C:28]([F:31])([F:30])[F:29])[C:9]([NH:11][C:12]2[CH:13]=[C:14]([CH2:19][CH:20]([CH3:26])[C:21]([O:23]CC)=[O:22])[CH:15]=[CH:16][C:17]=2[F:18])=[O:10])=[CH:4][CH:3]=1.[OH-].[Li+].Cl. Given the product [Cl:1][C:2]1[CH:7]=[CH:6][C:5]([CH:8]([C@@H:27]([CH3:32])[C:28]([F:31])([F:29])[F:30])[C:9]([NH:11][C:12]2[CH:13]=[C:14]([CH2:19][CH:20]([CH3:26])[C:21]([OH:23])=[O:22])[CH:15]=[CH:16][C:17]=2[F:18])=[O:10])=[CH:4][CH:3]=1, predict the reactants needed to synthesize it.